Dataset: Full USPTO retrosynthesis dataset with 1.9M reactions from patents (1976-2016). Task: Predict the reactants needed to synthesize the given product. (1) The reactants are: [CH2:1]([C:3]1([OH:18])[C:13]2[C:8](=[C:9]([O:15]C)[N:10]=[C:11]([I:14])[CH:12]=2)[CH2:7][O:6][C:5](=[O:17])[CH2:4]1)[CH3:2].[I-].[Na+].Cl[Si](C)(C)C.O.[O-]S([O-])=O.[Na+].[Na+].[Cl-].[Na+].O. Given the product [CH2:1]([C:3]1([OH:18])[C:13]2[CH:12]=[C:11]([I:14])[NH:10][C:9](=[O:15])[C:8]=2[CH2:7][O:6][C:5](=[O:17])[CH2:4]1)[CH3:2], predict the reactants needed to synthesize it. (2) Given the product [C:9]([C:11]1[C:12]([NH:17][C:18](=[O:23])[CH2:19][CH2:20][C:21]#[C:22][C:2]2[CH:3]=[C:4]([CH3:8])[CH:5]=[CH:6][CH:7]=2)=[N:13][CH:14]=[CH:15][CH:16]=1)#[N:10], predict the reactants needed to synthesize it. The reactants are: I[C:2]1[CH:3]=[C:4]([CH3:8])[CH:5]=[CH:6][CH:7]=1.[C:9]([C:11]1[C:12]([NH:17][C:18](=[O:23])[CH2:19][CH2:20][C:21]#[CH:22])=[N:13][CH:14]=[CH:15][CH:16]=1)#[N:10]. (3) Given the product [C:6]([C:7]1[CH:8]=[C:9]([C:13]2[N:14]=[N:15][N:16]([CH2:18][C:19]([O:21][CH2:22][CH3:23])=[O:20])[N:17]=2)[CH:10]=[N:11][CH:12]=1)#[CH:5], predict the reactants needed to synthesize it. The reactants are: C[Si]([C:5]#[C:6][C:7]1[CH:8]=[C:9]([C:13]2[N:14]=[N:15][N:16]([CH2:18][C:19]([O:21][CH2:22][CH3:23])=[O:20])[N:17]=2)[CH:10]=[N:11][CH:12]=1)(C)C.CCCC[N+](CCCC)(CCCC)CCCC.[F-].